From a dataset of Experimentally validated miRNA-target interactions with 360,000+ pairs, plus equal number of negative samples. Binary Classification. Given a miRNA mature sequence and a target amino acid sequence, predict their likelihood of interaction. (1) The miRNA is hsa-miR-200a-5p with sequence CAUCUUACCGGACAGUGCUGGA. The protein sequence of the target gene is MSGFSTEERAAPFSLEYRVFLKNEKGQYISPFHDIPIYADKDVFHMVVEVPRWSNAKMEIATKDPLNPIKQDVKKGKLRYVANLFPYKGYIWNYGAIPQTWEDPGHNDKHTGCCGDNDPIDVCEIGSKVCARGEIIGVKVLGILAMIDEGETDWKVIAINVDDPDAANYNDINDVKRLKPGYLEATVDWFRRYKVPDGKPENEFAFNAEFKDKDFAIDIIKSTHDHWKALVTKKTNGKGISCMNTTLSESPFKCDPDAARAIVDALPPPCESACTVPTDVDKWFHHQKN. Result: 1 (interaction). (2) The miRNA is bta-miR-154a with sequence UAGGUUAUCCGUGUAGCCUUCG. The protein sequence of the target gene is MNTDSGGCARKRAAMSVTLTSVKRVQSSPNLLAAGRESQSPDSAWRSYNDRNPETLNGDATYSSLAAKGFRSVRPNLQDKRSPTQSQITINGNSGGAVSPVSYYQRPFSPSAYSLPASLNSSIIMQHGRSLDSAETYSQHAQSLDGTMGSSIPLYRSSEEEKRVTVIKAPHYPGIGPVDESGIPTAIRTTVDRPKDWYKTMFKQIHMVHKPGLYNSPYSAQSHPAAKTQTYRPLSKSHSDNGTDAFKEVPSPVPPPHVPPRPRDQSSTLKHDWDPPDRKVDTRKFRSEPRSIFEYEPGKS.... Result: 0 (no interaction). (3) The miRNA is hsa-miR-493-5p with sequence UUGUACAUGGUAGGCUUUCAUU. The protein sequence of the target gene is MGLLTILKKMKQKERELRLLMLGLDNAGKTTILKKFNGEDVDTISPTLGFNIKTLEHRGFKLNIWDVGGQKSLRSYWRNYFESTDGLIWVVDSADRQRMQDCQRELQSLLVEERLAGATLLIFANKQDLPGALSCNAIQEALELDSIRSHHWRIQGCSAVTGEDLLPGIDWLLDDISSRVFTAD. Result: 0 (no interaction). (4) The miRNA is mmu-miR-1839-3p with sequence AGACCUACUUAUCUACCAACAGC. The protein sequence of the target gene is MPRKKGAAWEEPSSGNGTARAGPRRRGGPAGRKRERPERCSSSSGGGSSGDEDGPELDGAPGGGKRTARPATAGKAAGAAAIITEPEHTKERVKLEGSKCKGQLLIFGATNWDLIGRKEVPKQQAAYRNLGQNLWGPHRYGCLSGVRVRTVVSGSCAAHSLLITTEGKLWSWGRNEKGQLGHGDTKRVEAPRLIEALSHEAIVLAACGRNHTLALTDTGSVFAFGENKMGQLGLGNQTDAVPSPAQIMYNGQPITKMACGAEFSMLMDCKGNLYSFGCPEYGQLGHNSDGKFIARAQRIE.... Result: 0 (no interaction). (5) The miRNA is hsa-miR-1245b-3p with sequence UCAGAUGAUCUAAAGGCCUAUA. The protein sequence of the target gene is MDLAANEISIYDKLSETVDLVRQTGHQCGMSEKAIEKFIRQLLEKNEPQRPPPQYPLLIVVYKVLATLGLILLTAYFVIQPFSPLAPEPVLSGAHTWRSLIHHIRLMSLPIAKKYMSENKGVPLHGGDEDRPFPDFDPWWTNDCEQNESEPIPANCTGCAQKHLKVMLLEDAPRKFERLHPLVIKTGKPLLEEEIQHFLCQYPEATEGFSEGFFAKWWRCFPERWFPFPYPWRRPLNRSQMLRELFPVFTHLPFPKDASLNKCSFLHPEPVVGSKMHKMPDLFIIGSGEAMLQLIPPFQC.... Result: 1 (interaction). (6) The miRNA is hsa-miR-450b-5p with sequence UUUUGCAAUAUGUUCCUGAAUA. The protein sequence of the target gene is MRGLGTCLATLAGLLLTAAGETFSGGCLFDEPYSTCGYSQSEGDDFNWEQVNTLTKPTSDPWMPSGSFMLVNASGRPEGQRAHLLLPQLKENDTHCIDFHYFVSSKSNSPPGLLNVYVKVNNGPLGNPIWNISGDPTRTWNRAELAISTFWPNFYQVIFEVITSGHQGYLAIDEVKVLGHPCTRTPHFLRIQNVEVNAGQFATFQCSAIGRTVAGDRLWLQGIDVRDAPLKEIKVTSSRRFIASFNVVNTTKRDAGKYRCMIRTEGGVGISNYAELVVKEPPVPIAPPQLASVGATYLWI.... Result: 1 (interaction).